The task is: Predict which catalyst facilitates the given reaction.. This data is from Catalyst prediction with 721,799 reactions and 888 catalyst types from USPTO. (1) Reactant: [C:1]([O:4][CH:5]([C:9]1[CH:14]=[C:13]([O:15][CH3:16])[C:12]([O:17][CH3:18])=[C:11]([O:19][CH3:20])[CH:10]=1)[C:6]([OH:8])=O)(=[O:3])[CH3:2].C(N1C=CN=C1)(N1C=CN=C1)=O.[CH3:33][O:34][C:35]1[CH:36]=[C:37]([CH:41]([NH:43][CH3:44])[CH3:42])[CH:38]=[CH:39][CH:40]=1. Product: [CH3:20][O:19][C:11]1[CH:10]=[C:9]([CH:5]([O:4][C:1](=[O:3])[CH3:2])[C:6]([N:43]([CH3:44])[CH:41]([C:37]2[CH:38]=[CH:39][CH:40]=[C:35]([O:34][CH3:33])[CH:36]=2)[CH3:42])=[O:8])[CH:14]=[C:13]([O:15][CH3:16])[C:12]=1[O:17][CH3:18]. The catalyst class is: 4. (2) Reactant: [Cl:1][C:2]1[CH:3]=[N+:4]([O-:46])[CH:5]=[C:6]([Cl:45])[C:7]=1[CH2:8][C@@H:9]([C:30]1[CH:35]=[CH:34][C:33]([O:36][CH:37]([F:39])[F:38])=[C:32]([O:40][CH2:41][CH:42]2[CH2:44][CH2:43]2)[CH:31]=1)[O:10][C:11](=[O:29])[CH2:12][O:13][C:14](=[O:28])[C:15]1[CH:20]=[CH:19][C:18]([O:21][CH3:22])=[C:17]([NH:23][S:24]([CH3:27])(=[O:26])=[O:25])[CH:16]=1.C([O-])([O-])=O.[K+].[K+].Cl[CH2:54][CH2:55][N:56]1[CH2:61][CH2:60][O:59][CH2:58][CH2:57]1. Product: [Cl:1][C:2]1[CH:3]=[N+:4]([O-:46])[CH:5]=[C:6]([Cl:45])[C:7]=1[CH2:8][C@@H:9]([C:30]1[CH:35]=[CH:34][C:33]([O:36][CH:37]([F:38])[F:39])=[C:32]([O:40][CH2:41][CH:42]2[CH2:43][CH2:44]2)[CH:31]=1)[O:10][C:11](=[O:29])[CH2:12][O:13][C:14](=[O:28])[C:15]1[CH:20]=[CH:19][C:18]([O:21][CH3:22])=[C:17]([N:23]([CH2:54][CH2:55][N:56]2[CH2:61][CH2:60][O:59][CH2:58][CH2:57]2)[S:24]([CH3:27])(=[O:26])=[O:25])[CH:16]=1. The catalyst class is: 18.